From a dataset of Catalyst prediction with 721,799 reactions and 888 catalyst types from USPTO. Predict which catalyst facilitates the given reaction. (1) Reactant: [F:1][CH:2]([F:14])[O:3][C:4]1[CH:5]=[C:6]2[C:10](=[CH:11][CH:12]=1)[NH:9][N:8]=[C:7]2I.C([Mg]Cl)(C)C.[CH2:20]([Sn:24]([CH2:30][CH2:31][CH2:32][CH3:33])([CH2:26][CH2:27][CH2:28][CH3:29])Cl)[CH2:21][CH2:22][CH3:23]. Product: [F:1][CH:2]([F:14])[O:3][C:4]1[CH:5]=[C:6]2[C:10](=[CH:11][CH:12]=1)[NH:9][N:8]=[C:7]2[Sn:24]([CH2:26][CH2:27][CH2:28][CH3:29])([CH2:30][CH2:31][CH2:32][CH3:33])[CH2:20][CH2:21][CH2:22][CH3:23]. The catalyst class is: 1. (2) Reactant: [Cl:1][C:2]1[CH:3]=[C:4]([CH:9]=[CH:10][C:11]=1[OH:12])[C:5]([O:7][CH3:8])=[O:6].C(=O)([O-])[O-].[K+].[K+].I[CH:20]([CH3:22])[CH3:21].C(OCC)(=O)C. Product: [Cl:1][C:2]1[CH:3]=[C:4]([CH:9]=[CH:10][C:11]=1[O:12][CH:20]([CH3:22])[CH3:21])[C:5]([O:7][CH3:8])=[O:6]. The catalyst class is: 3. (3) Product: [CH2:5]([CH:2]1[NH:1][C:3](=[O:4])[CH:2]([CH2:5][CH:6]([CH3:8])[CH3:7])[NH:1][C:3]1=[O:4])[CH:6]([CH3:8])[CH3:7]. The catalyst class is: 12. Reactant: [NH2:1][C@@H:2]([CH2:5][CH:6]([CH3:8])[CH3:7])[CH2:3][OH:4].